Dataset: M1 muscarinic receptor antagonist screen with 61,756 compounds. Task: Binary Classification. Given a drug SMILES string, predict its activity (active/inactive) in a high-throughput screening assay against a specified biological target. The drug is O(Cn1c2[nH]c(nc(=O)c2nc1)NC(=O)C)CCOC(=O)C. The result is 0 (inactive).